From a dataset of Forward reaction prediction with 1.9M reactions from USPTO patents (1976-2016). Predict the product of the given reaction. (1) Given the reactants [C:1]1([S:7]([N:10]2[C:18]3[C:13](=[C:14]([O:21][CH3:22])[C:15]([O:19][CH3:20])=[CH:16][CH:17]=3)[CH:12]=[C:11]2I)(=[O:9])=[O:8])[CH:6]=[CH:5][CH:4]=[CH:3][CH:2]=1.C([Sn]([C:37]1[CH2:41][CH2:40][CH2:39][CH:38]=1)(CCCC)CCCC)CCC, predict the reaction product. The product is: [C:1]1([S:7]([N:10]2[C:18]3[C:13](=[C:14]([O:21][CH3:22])[C:15]([O:19][CH3:20])=[CH:16][CH:17]=3)[CH:12]=[C:11]2[C:37]2[CH2:41][CH2:40][CH2:39][CH:38]=2)(=[O:9])=[O:8])[CH:6]=[CH:5][CH:4]=[CH:3][CH:2]=1. (2) Given the reactants [CH2:1]([O:3][C:4]1[CH:5]=[C:6]([C@@H:12]([N:18]2[C:26](=[O:27])[C:25]3[C:20](=[CH:21][CH:22]=[CH:23][C:24]=3[NH:28][C:29](=[O:32])[CH2:30][Cl:31])[C:19]2=[O:33])[CH2:13][S:14]([CH3:17])(=[O:16])=[O:15])[CH:7]=[CH:8][C:9]=1[O:10][CH3:11])[CH3:2].[CH3:34][NH:35][CH3:36].O1CCCC1.Cl, predict the reaction product. The product is: [ClH:31].[CH2:1]([O:3][C:4]1[CH:5]=[C:6]([C@@H:12]([N:18]2[C:26](=[O:27])[C:25]3[C:20](=[CH:21][CH:22]=[CH:23][C:24]=3[NH:28][C:29](=[O:32])[CH2:30][N:35]([CH3:36])[CH3:34])[C:19]2=[O:33])[CH2:13][S:14]([CH3:17])(=[O:16])=[O:15])[CH:7]=[CH:8][C:9]=1[O:10][CH3:11])[CH3:2].